From a dataset of Catalyst prediction with 721,799 reactions and 888 catalyst types from USPTO. Predict which catalyst facilitates the given reaction. (1) Reactant: [CH:1]([C:4]1[C:12]([C:13](=O)[CH:14]([CH3:16])[CH3:15])=[C:7]2[CH:8]=[CH:9][CH:10]=[CH:11][N:6]2[N:5]=1)([CH3:3])[CH3:2].Cl.[NH2:19][OH:20].[OH-].[Na+].Cl. Product: [CH:1]([C:4]1[C:12]([C:13](=[N:19][OH:20])[CH:14]([CH3:16])[CH3:15])=[C:7]2[CH:8]=[CH:9][CH:10]=[CH:11][N:6]2[N:5]=1)([CH3:3])[CH3:2]. The catalyst class is: 88. (2) Reactant: C([Mg]Br)C.[CH3:5][C:6]([OH:10])([C:8]#[CH:9])[CH3:7].[CH3:11][O:12][CH2:13][C:14](=[O:16])[CH3:15].[Cl-].[NH4+]. Product: [CH3:11][O:12][CH2:13][C:14]([CH3:15])([OH:16])[C:9]#[C:8][C:6]([CH3:7])([OH:10])[CH3:5]. The catalyst class is: 27.